From a dataset of Full USPTO retrosynthesis dataset with 1.9M reactions from patents (1976-2016). Predict the reactants needed to synthesize the given product. (1) Given the product [Cl:1][C:2]1[CH:25]=[CH:24][C:5]([CH2:6][CH2:7][CH:8]2[CH2:9][CH2:10][N:11]([C:14]([O:16][N:17]3[C:21](=[O:22])[CH2:20][N:19]([CH3:28])[C:18]3=[O:23])=[O:15])[CH2:12][CH2:13]2)=[CH:4][CH:3]=1, predict the reactants needed to synthesize it. The reactants are: [Cl:1][C:2]1[CH:25]=[CH:24][C:5]([CH2:6][CH2:7][CH:8]2[CH2:13][CH2:12][N:11]([C:14]([O:16][N:17]3[C:21](=[O:22])[CH2:20][NH:19][C:18]3=[O:23])=[O:15])[CH2:10][CH2:9]2)=[CH:4][CH:3]=1.CI.[C:28]([O-])([O-])=O.[Cs+].[Cs+]. (2) The reactants are: Cl[C:2](Cl)([O:4]C(=O)OC(Cl)(Cl)Cl)Cl.[C:13]([C:17]1[O:21][N:20]=[C:19]([NH2:22])[CH:18]=1)([CH3:16])([CH3:15])[CH3:14].C(N(CC)C(C)C)(C)C.[C:32]([O:36][C:37]([N:39]1[CH2:45][CH2:44][CH2:43][NH:42][CH2:41][CH2:40]1)=[O:38])([CH3:35])([CH3:34])[CH3:33]. Given the product [C:32]([O:36][C:37]([N:39]1[CH2:45][CH2:44][CH2:43][N:42]([C:2](=[O:4])[NH:22][C:19]2[CH:18]=[C:17]([C:13]([CH3:16])([CH3:15])[CH3:14])[O:21][N:20]=2)[CH2:41][CH2:40]1)=[O:38])([CH3:35])([CH3:33])[CH3:34], predict the reactants needed to synthesize it. (3) The reactants are: Cl[C:2]([O:4][C:5]1[CH:10]=[CH:9][CH:8]=[CH:7][CH:6]=1)=[O:3].[F:11][C:12]1[CH:13]=[C:14]([S:19]([CH2:22][C:23]2[CH:28]=[C:27]([N:29]3[CH2:34][CH2:33][O:32][CH2:31][C@@H:30]3[CH3:35])[N:26]=[C:25]([C:36]3[CH:42]=[CH:41][C:39]([NH2:40])=[CH:38][CH:37]=3)[N:24]=2)(=[O:21])=[O:20])[CH:15]=[C:16]([F:18])[CH:17]=1.C(=O)([O-])O.[Na+]. Given the product [F:11][C:12]1[CH:13]=[C:14]([S:19]([CH2:22][C:23]2[CH:28]=[C:27]([N:29]3[CH2:34][CH2:33][O:32][CH2:31][C@@H:30]3[CH3:35])[N:26]=[C:25]([C:36]3[CH:42]=[CH:41][C:39]([NH:40][C:2](=[O:3])[O:4][C:5]4[CH:10]=[CH:9][CH:8]=[CH:7][CH:6]=4)=[CH:38][CH:37]=3)[N:24]=2)(=[O:20])=[O:21])[CH:15]=[C:16]([F:18])[CH:17]=1, predict the reactants needed to synthesize it. (4) The reactants are: [O:1]1[CH2:5][CH:4]=[CH:3][C:2]1=[O:6].S(C1C(C)=CC(O)=C(C(C)(C)C)C=1)C1C(C)=CC(O)=C(C(C)(C)C)C=1.[CH:32]1[O:33][CH:34]=[C:35]2[C:40]=1[CH2:39][CH2:38][CH2:37][CH2:36]2.Cl([O-])(=O)(=O)=O.[Li+]. Given the product [O:33]1[CH:34]2[CH:3]3[CH:4]([CH:32]1[C:40]1[CH2:39][CH2:38][CH2:37][CH2:36][C:35]=12)[CH2:5][O:1][C:2]3=[O:6], predict the reactants needed to synthesize it. (5) Given the product [Cl:1][C:2]1[CH:3]=[CH:4][C:5]([I:11])=[C:6]([CH:10]=1)[C:7]([O:9][CH3:16])=[O:8], predict the reactants needed to synthesize it. The reactants are: [Cl:1][C:2]1[CH:3]=[CH:4][C:5]([I:11])=[C:6]([CH:10]=1)[C:7]([OH:9])=[O:8].O=S(Cl)Cl.[CH3:16]N(C=O)C. (6) Given the product [C:28]([C:23]1[CH:24]=[CH:25][CH:26]=[CH:27][C:22]=1[C:19]1[CH:20]=[CH:21][C:16]([CH2:15][CH:3]([C:2](=[O:1])[CH2:8][CH2:9][CH2:10][CH3:11])[C:4]([O:6][CH3:7])=[O:5])=[CH:17][C:18]=1[F:30])#[N:29], predict the reactants needed to synthesize it. The reactants are: [O:1]=[C:2]([CH2:8][CH2:9][CH2:10][CH3:11])[CH2:3][C:4]([O:6][CH3:7])=[O:5].[H-].[Na+].Br[CH2:15][C:16]1[CH:21]=[CH:20][C:19]([C:22]2[C:23]([C:28]#[N:29])=[CH:24][CH:25]=[CH:26][CH:27]=2)=[C:18]([F:30])[CH:17]=1. (7) Given the product [CH3:1][O:2][C:3]([C:5]1[C:6]([N:14]([CH2:24][CH2:25][CH2:26][C:27]([O:29][CH2:30][CH3:31])=[O:28])[C:15]([O:17][CH:18]([CH3:20])[CH3:19])=[O:16])=[C:7]2[C:11](=[CH:12][CH:13]=1)[CH2:10][CH2:9][CH2:8]2)=[O:4], predict the reactants needed to synthesize it. The reactants are: [CH3:1][O:2][C:3]([C:5]1[C:6]([NH:14][C:15]([O:17][CH:18]([CH3:20])[CH3:19])=[O:16])=[C:7]2[C:11](=[CH:12][CH:13]=1)[CH2:10][CH2:9][CH2:8]2)=[O:4].[H-].[Na+].Br[CH2:24][CH2:25][CH2:26][C:27]([O:29][CH2:30][CH3:31])=[O:28]. (8) Given the product [NH2:37][CH2:36][CH2:35][C:34]([N:33]([CH2:32][C:29]1[CH:30]=[CH:31][C:26]([C:23]2[CH:22]=[CH:21][C:20]([N:16]3[C:15](=[O:48])[C:14]4[C:9]([NH2:8])=[N:10][CH:11]=[N:12][C:13]=4[O:19][CH2:18][CH2:17]3)=[CH:25][CH:24]=2)=[C:27]([Cl:47])[CH:28]=1)[CH3:46])=[O:45], predict the reactants needed to synthesize it. The reactants are: FC(F)(F)C(O)=O.[NH2:8][C:9]1[C:14]2[C:15](=[O:48])[N:16]([C:20]3[CH:25]=[CH:24][C:23]([C:26]4[CH:31]=[CH:30][C:29]([CH2:32][N:33]([CH3:46])[C:34](=[O:45])[CH2:35][CH2:36][NH:37]C(=O)OC(C)(C)C)=[CH:28][C:27]=4[Cl:47])=[CH:22][CH:21]=3)[CH2:17][CH2:18][O:19][C:13]=2[N:12]=[CH:11][N:10]=1. (9) Given the product [CH2:35]([O:34][CH2:33][C@@H:32]1[N:28]([N:27]=[C:18]([C:20]2[CH:25]=[CH:24][CH:23]=[C:22]([CH3:26])[N:21]=2)[CH2:17][C:14]2[CH:15]=[CH:16][C:11]([F:10])=[CH:12][CH:13]=2)[C:29](=[O:42])[CH2:30][CH2:31]1)[C:36]1[CH:37]=[CH:38][CH:39]=[CH:40][CH:41]=1, predict the reactants needed to synthesize it. The reactants are: B(F)(F)F.CCOCC.[F:10][C:11]1[CH:16]=[CH:15][C:14]([CH2:17][C:18]([C:20]2[CH:25]=[CH:24][CH:23]=[C:22]([CH3:26])[N:21]=2)=O)=[CH:13][CH:12]=1.[NH2:27][N:28]1[C@@H:32]([CH2:33][O:34][CH2:35][C:36]2[CH:41]=[CH:40][CH:39]=[CH:38][CH:37]=2)[CH2:31][CH2:30][C:29]1=[O:42].